This data is from Forward reaction prediction with 1.9M reactions from USPTO patents (1976-2016). The task is: Predict the product of the given reaction. Given the reactants [N:1]1([CH2:7][C:8]2[CH:17]=[CH:16][C:15]3[C:10](=[CH:11][CH:12]=[C:13]([O:18][C:19]4[CH:24]=[CH:23][C:22]([C:25]5[NH:29][N:28]=[CH:27][CH:26]=5)=[CH:21][CH:20]=4)[CH:14]=3)[N:9]=2)[CH2:6][CH2:5][NH:4][CH2:3][CH2:2]1.[OH:30][C:31]1([C:34](O)=[O:35])[CH2:33][CH2:32]1.O[C@@H](C)C(N1CCN(CC2C=CC3C(=CC=C(OC4C=CC(C5NN=CC=5)=CC=4)C=3)N=2)CC1)=O, predict the reaction product. The product is: [OH:30][C:31]1([C:34]([N:4]2[CH2:5][CH2:6][N:1]([CH2:7][C:8]3[CH:17]=[CH:16][C:15]4[C:10](=[CH:11][CH:12]=[C:13]([O:18][C:19]5[CH:20]=[CH:21][C:22]([C:25]6[NH:29][N:28]=[CH:27][CH:26]=6)=[CH:23][CH:24]=5)[CH:14]=4)[N:9]=3)[CH2:2][CH2:3]2)=[O:35])[CH2:33][CH2:32]1.